From a dataset of Reaction yield outcomes from USPTO patents with 853,638 reactions. Predict the reaction yield, written as a fraction of the theoretical maximum amount of product (1.0 means a 100% yield; for example, 0.34 means a 34% yield). The reactants are [OH:1][C:2]1[CH:3]=[C:4]([CH2:8][CH2:9][S:10][C:11]2[CH:20]=[CH:19][CH:18]=[CH:17][C:12]=2[C:13]([O:15][CH3:16])=[O:14])[CH:5]=[CH:6][CH:7]=1.[CH2:21]([N:28]([CH2:33][CH2:34][CH2:35][CH2:36][CH2:37][CH3:38])[C:29](=[O:32])[CH2:30]Br)[C:22]1[CH:27]=[CH:26][CH:25]=[CH:24][CH:23]=1.C([O-])([O-])=O.[K+].[K+]. The catalyst is C(#N)C. The product is [CH2:21]([N:28]([CH2:33][CH2:34][CH2:35][CH2:36][CH2:37][CH3:38])[C:29](=[O:32])[CH2:30][O:1][C:2]1[CH:3]=[C:4]([CH2:8][CH2:9][S:10][C:11]2[CH:20]=[CH:19][CH:18]=[CH:17][C:12]=2[C:13]([O:15][CH3:16])=[O:14])[CH:5]=[CH:6][CH:7]=1)[C:22]1[CH:27]=[CH:26][CH:25]=[CH:24][CH:23]=1. The yield is 0.895.